From a dataset of Peptide-MHC class I binding affinity with 185,985 pairs from IEDB/IMGT. Regression. Given a peptide amino acid sequence and an MHC pseudo amino acid sequence, predict their binding affinity value. This is MHC class I binding data. (1) The peptide sequence is YLPTQQDVL. The MHC is Patr-B1301 with pseudo-sequence Patr-B1301. The binding affinity (normalized) is 0.371. (2) The peptide sequence is NTLQCIMLVY. The MHC is HLA-A26:01 with pseudo-sequence HLA-A26:01. The binding affinity (normalized) is 0.379. (3) The peptide sequence is EWAENCYNL. The MHC is HLA-A02:11 with pseudo-sequence HLA-A02:11. The binding affinity (normalized) is 0.0847. (4) The MHC is HLA-E01:03 with pseudo-sequence HLA-E01:03. The binding affinity (normalized) is 0. The peptide sequence is REPRRGPRL. (5) The peptide sequence is RSLFNTIATLY. The MHC is HLA-B15:17 with pseudo-sequence HLA-B15:17. The binding affinity (normalized) is 0.898. (6) The peptide sequence is SLACSWGMVV. The MHC is HLA-A02:01 with pseudo-sequence HLA-A02:01. The binding affinity (normalized) is 0. (7) The peptide sequence is LSSKPEFCIK. The MHC is HLA-B58:01 with pseudo-sequence HLA-B58:01. The binding affinity (normalized) is 0.143. (8) The peptide sequence is VPALVTVAL. The MHC is HLA-B07:02 with pseudo-sequence HLA-B07:02. The binding affinity (normalized) is 0.614.